Dataset: Reaction yield outcomes from USPTO patents with 853,638 reactions. Task: Predict the reaction yield, written as a fraction of the theoretical maximum amount of product (1.0 means a 100% yield; for example, 0.34 means a 34% yield). The reactants are [CH3:1][O:2][C:3]1[CH:12]=[C:11]2[C:6]([CH:7]=[CH:8][C:9]([NH2:13])=[CH:10]2)=[CH:5][CH:4]=1.C(=O)([O-])[O-].[Na+].[Na+].[I:20]I. The catalyst is O1CCCC1.O. The product is [I:20][C:10]1[C:11]2[C:6](=[CH:5][CH:4]=[C:3]([O:2][CH3:1])[CH:12]=2)[CH:7]=[CH:8][C:9]=1[NH2:13]. The yield is 0.600.